This data is from Reaction yield outcomes from USPTO patents with 853,638 reactions. The task is: Predict the reaction yield, written as a fraction of the theoretical maximum amount of product (1.0 means a 100% yield; for example, 0.34 means a 34% yield). (1) The reactants are [C:1]([Si:5]([CH3:31])([CH3:30])[O:6][C@H:7]1[CH2:15][CH2:14][CH2:13][C@@:12]2([CH3:16])[C@H:8]1[CH2:9][CH2:10][C@@H:11]2[C:17](=[CH2:29])[CH2:18][CH2:19][CH2:20][C:21]([CH3:28])([O:23][Si:24]([CH3:27])([CH3:26])[CH3:25])[CH3:22])([CH3:4])([CH3:3])[CH3:2].[N+](=[CH:34][C:35]([O:37][CH2:38][CH3:39])=[O:36])=[N-]. The catalyst is ClCCl. The product is [CH2:38]([O:37][C:35]([CH:34]1[CH2:29][C:17]1([C@@H:11]1[C@:12]2([CH3:16])[C@H:8]([C@@H:7]([O:6][Si:5]([C:1]([CH3:2])([CH3:4])[CH3:3])([CH3:31])[CH3:30])[CH2:15][CH2:14][CH2:13]2)[CH2:9][CH2:10]1)[CH2:18][CH2:19][CH2:20][C:21]([CH3:28])([O:23][Si:24]([CH3:27])([CH3:26])[CH3:25])[CH3:22])=[O:36])[CH3:39]. The yield is 0.820. (2) The reactants are [Cl:1]C1C=C(C=CC=1)C([O-])=O.O[N+:12]1[CH:17]=[CH:16][CH:15]=[C:14]2[CH:18]=[CH:19][NH:20][C:13]=12. The catalyst is O=P(Cl)(Cl)Cl. The product is [Cl:1][C:15]1[CH:16]=[CH:17][N:12]=[C:13]2[NH:20][CH:19]=[CH:18][C:14]=12. The yield is 0.570. (3) The reactants are [Cl:1][C:2]1[CH:3]=[C:4]([C:8]2[C:17]3[C:12](=[CH:13][CH:14]=[C:15]([CH:18]([C:25]4[CH:30]=[CH:29][C:28]([Cl:31])=[CH:27][CH:26]=4)[C:19]4[N:23]([CH3:24])[CH:22]=[N:21][N:20]=4)[CH:16]=3)[N:11]([CH3:32])[C:10](=[O:33])[CH:9]=2)[CH:5]=[CH:6][CH:7]=1.CC([OH:38])(C)C.[K].O. The catalyst is CN(C)C=O. The product is [Cl:1][C:2]1[CH:3]=[C:4]([C:8]2[C:17]3[C:12](=[CH:13][CH:14]=[C:15]([C:18]([C:25]4[CH:26]=[CH:27][C:28]([Cl:31])=[CH:29][CH:30]=4)([OH:38])[C:19]4[N:23]([CH3:24])[CH:22]=[N:21][N:20]=4)[CH:16]=3)[N:11]([CH3:32])[C:10](=[O:33])[CH:9]=2)[CH:5]=[CH:6][CH:7]=1. The yield is 0.770. (4) The reactants are [CH:1]([C:4]1[CH:9]=[CH:8][C:7]([CH:10]2[C:14]3[C:15]([CH3:22])=[C:16]([NH2:21])[C:17]([CH3:20])=[C:18]([CH3:19])[C:13]=3[O:12][C:11]2([CH3:24])[CH3:23])=[CH:6][CH:5]=1)([CH3:3])[CH3:2].[CH3:25][O:26][C:27]1[CH:32]=[CH:31][C:30]([S:33](Cl)(=[O:35])=[O:34])=[CH:29][CH:28]=1.C(N(CC)CC)C. The catalyst is C(Cl)(Cl)Cl. The product is [CH:1]([C:4]1[CH:9]=[CH:8][C:7]([CH:10]2[C:14]3[C:15]([CH3:22])=[C:16]([NH:21][S:33]([C:30]4[CH:29]=[CH:28][C:27]([O:26][CH3:25])=[CH:32][CH:31]=4)(=[O:35])=[O:34])[C:17]([CH3:20])=[C:18]([CH3:19])[C:13]=3[O:12][C:11]2([CH3:24])[CH3:23])=[CH:6][CH:5]=1)([CH3:3])[CH3:2]. The yield is 0.340. (5) The reactants are [Cl:1][C:2]1[CH:3]=[CH:4][C:5]([NH:10][C:11]2[C:16]([Cl:17])=[CH:15][N:14]=[C:13]([NH:18][C:19]3[N:23]([CH:24]([CH3:26])[CH3:25])[N:22]=[C:21]([CH3:27])[CH:20]=3)[CH:12]=2)=C([CH:9]=1)C#N.[OH-].[Na+].[C:30]([O:33]CC)(=[O:32])[CH3:31]. The catalyst is O1CCOCC1. The product is [Cl:1][C:2]1[CH:3]=[CH:4][C:5]([NH:10][C:11]2[C:16]([Cl:17])=[CH:15][N:14]=[C:13]([NH:18][C:19]3[N:23]([CH:24]([CH3:25])[CH3:26])[N:22]=[C:21]([CH3:27])[CH:20]=3)[CH:12]=2)=[C:31]([CH:9]=1)[C:30]([OH:33])=[O:32]. The yield is 0.900. (6) The reactants are Br[C:2]1[CH:3]=[C:4]([F:9])[C:5]([Cl:8])=[N:6][CH:7]=1.[C:10](=[O:17])([O:12][C:13]([CH3:16])([CH3:15])[CH3:14])[NH2:11].C(=O)([O-])[O-].[Cs+].[Cs+]. The catalyst is O1CCOCC1.[Pd].[Pd].C(=CC(C=CC1C=CC=CC=1)=O)C1C=CC=CC=1.C(=CC(C=CC1C=CC=CC=1)=O)C1C=CC=CC=1.C(=CC(C=CC1C=CC=CC=1)=O)C1C=CC=CC=1.CC1(C)C2C(=C(P(C3C=CC=CC=3)C3C=CC=CC=3)C=CC=2)OC2C(P(C3C=CC=CC=3)C3C=CC=CC=3)=CC=CC1=2. The product is [C:13]([O:12][C:10](=[O:17])[NH:11][C:2]1[CH:7]=[N:6][C:5]([Cl:8])=[C:4]([F:9])[CH:3]=1)([CH3:16])([CH3:15])[CH3:14]. The yield is 0.860.